This data is from Catalyst prediction with 721,799 reactions and 888 catalyst types from USPTO. The task is: Predict which catalyst facilitates the given reaction. (1) Reactant: [CH:1]1[C:12]2[CH2:11][CH2:10][C:9]3[CH:13]=[CH:14][CH:15]=[CH:16][C:8]=3[C:7](=O)[NH:6][C:5]=2[CH:4]=[CH:3][CH:2]=1.[H-].[H-].[H-].[H-].[Li+].[Al+3]. Product: [CH:1]1[C:12]2[CH2:11][CH2:10][C:9]3[CH:13]=[CH:14][CH:15]=[CH:16][C:8]=3[CH2:7][NH:6][C:5]=2[CH:4]=[CH:3][CH:2]=1. The catalyst class is: 1. (2) Reactant: [I:1]Cl.C[Sn](C)(C)[C:5]1[CH:6]=[C:7]([N:11]2[CH2:17][CH2:16][CH2:15][N:14]([C:18]([O:20][C:21]([CH3:24])([CH3:23])[CH3:22])=[O:19])[CH2:13][CH2:12]2)[CH:8]=[N:9][CH:10]=1.[OH-].[Na+]. Product: [I:1][C:5]1[CH:6]=[C:7]([N:11]2[CH2:17][CH2:16][CH2:15][N:14]([C:18]([O:20][C:21]([CH3:24])([CH3:23])[CH3:22])=[O:19])[CH2:13][CH2:12]2)[CH:8]=[N:9][CH:10]=1. The catalyst class is: 4. (3) Reactant: CN([CH:4]=[N:5][C:6](=O)[C:7]1[CH:12]=[CH:11][C:10]([CH3:13])=[CH:9][CH:8]=1)C.C([O:19][C:20](=[O:30])[C:21]1[CH:26]=[CH:25][CH:24]=[C:23]([C:27](=[NH:29])[NH2:28])[CH:22]=1)(C)(C)C. Product: [C:10]1([CH3:13])[CH:11]=[CH:12][C:7]([C:6]2[N:5]=[CH:4][N:28]=[C:27]([C:23]3[CH:22]=[C:21]([CH:26]=[CH:25][CH:24]=3)[C:20]([OH:19])=[O:30])[N:29]=2)=[CH:8][CH:9]=1. The catalyst class is: 15. (4) Reactant: [CH3:1][N:2]1[C:14]2[CH2:13][CH2:12][CH2:11][C:10](=[O:15])[C:9]=2[C:8]2[C:3]1=[CH:4][CH:5]=[CH:6][CH:7]=2.[CH3:16][C:17]1[NH:18][CH:19]=[CH:20][N:21]=1.N1(CN2CCCCC2)CCCC[CH2:23]1.[Cl-].[Al+3].[Cl-].[Cl-].[OH-].[Na+]. Product: [CH3:1][N:2]1[C:14]2[CH2:13][CH2:12][CH:11]([CH2:23][N:18]3[CH:19]=[CH:20][N:21]=[C:17]3[CH3:16])[C:10](=[O:15])[C:9]=2[C:8]2[C:3]1=[CH:4][CH:5]=[CH:6][CH:7]=2. The catalyst class is: 245. (5) Reactant: [Cl:1][C:2]1[C:3]2[C:10](I)=[CH:9][N:8]([CH3:12])[C:4]=2[N:5]=[CH:6][N:7]=1.[Li]CCCC.[C:18]1([C:24](=[N:31][C:32]2[CH:33]=[N:34][CH:35]=[C:36]([CH:39]=2)[CH:37]=[O:38])[C:25]2[CH:30]=[CH:29][CH:28]=[CH:27][CH:26]=2)[CH:23]=[CH:22][CH:21]=[CH:20][CH:19]=1. Product: [Cl:1][C:2]1[C:3]2[C:10]([CH:37]([C:36]3[CH:35]=[N:34][CH:33]=[C:32]([N:31]=[C:24]([C:25]4[CH:30]=[CH:29][CH:28]=[CH:27][CH:26]=4)[C:18]4[CH:23]=[CH:22][CH:21]=[CH:20][CH:19]=4)[CH:39]=3)[OH:38])=[CH:9][N:8]([CH3:12])[C:4]=2[N:5]=[CH:6][N:7]=1. The catalyst class is: 134. (6) Reactant: CO[C:3]1[CH:8]=[CH:7][CH:6]=[CH:5][C:4]=1[CH2:9][C:10](=O)[CH3:11].[C:13]1([C@@H:19]([NH2:21])[CH3:20])[CH:18]=[CH:17][CH:16]=[CH:15][CH:14]=1.[CH:22](O)=[O:23]. Product: [CH3:22][O:23][C:7]1[CH:8]=[CH:3][C:4]([CH2:9][C@@H:10]([NH:21][C@H:19]([C:13]2[CH:18]=[CH:17][CH:16]=[CH:15][CH:14]=2)[CH3:20])[CH3:11])=[CH:5][CH:6]=1. The catalyst class is: 5. (7) Reactant: [Cl:1][C:2]1[N:11]=[C:10](Cl)[CH:9]=[CH:8][C:3]=1[C:4]([O:6][CH3:7])=[O:5].[Cl:13][C:14]1[CH:19]=[CH:18][C:17]([OH:20])=[CH:16][CH:15]=1.C(=O)([O-])[O-].[Cs+].[Cs+].O. Product: [Cl:1][C:2]1[N:11]=[C:10]([O:20][C:17]2[CH:18]=[CH:19][C:14]([Cl:13])=[CH:15][CH:16]=2)[CH:9]=[CH:8][C:3]=1[C:4]([O:6][CH3:7])=[O:5]. The catalyst class is: 3. (8) Reactant: [NH2:1][C:2]1[CH:3]=[CH:4][C:5]2[C:6]3[N:14]=[C:13]([C:15]4[CH:20]=[CH:19][C:18]([CH2:21][N:22]5[CH2:27][CH2:26][O:25][CH2:24][CH2:23]5)=[CH:17][CH:16]=4)[CH:12]=[C:11]([C:28]([NH2:30])=[O:29])[C:7]=3[NH:8][C:9]=2[CH:10]=1.[CH:31]([S:33]([CH:36]=[CH2:37])(=[O:35])=[O:34])=[CH2:32]. Product: [O:34]=[S:33]1(=[O:35])[CH2:36][CH2:37][N:1]([C:2]2[CH:3]=[CH:4][C:5]3[C:6]4[N:14]=[C:13]([C:15]5[CH:16]=[CH:17][C:18]([CH2:21][N:22]6[CH2:23][CH2:24][O:25][CH2:26][CH2:27]6)=[CH:19][CH:20]=5)[CH:12]=[C:11]([C:28]([NH2:30])=[O:29])[C:7]=4[NH:8][C:9]=3[CH:10]=2)[CH2:32][CH2:31]1. The catalyst class is: 41. (9) Product: [F:13][C:3]1[C:2]([NH:1][S:23]([CH2:20][CH2:21][CH3:22])(=[O:25])=[O:24])=[CH:11][CH:10]=[C:9]([F:12])[C:4]=1[C:5]([O:7][CH3:8])=[O:6]. Reactant: [NH2:1][C:2]1[C:3]([F:13])=[C:4]([C:9]([F:12])=[CH:10][CH:11]=1)[C:5]([O:7][CH3:8])=[O:6].N1C=CC=CC=1.[CH2:20]([S:23](Cl)(=[O:25])=[O:24])[CH2:21][CH3:22]. The catalyst class is: 325. (10) Reactant: [CH3:1][C:2]1([CH3:17])[O:7][C:6]2[CH:8]=[C:9]3[C:14](=[CH:15][C:5]=2[CH2:4][O:3]1)[CH:13]=[CH:12][CH:11]=[C:10]3[OH:16].C(Cl)Cl.[S:21](O[S:21]([C:24]([F:27])([F:26])[F:25])(=[O:23])=[O:22])([C:24]([F:27])([F:26])[F:25])(=[O:23])=[O:22].C(OCC)(=O)C. Product: [F:25][C:24]([F:27])([F:26])[S:21]([O:16][C:10]1[C:9]2[C:14](=[CH:15][C:5]3[CH2:4][O:3][C:2]([CH3:17])([CH3:1])[O:7][C:6]=3[CH:8]=2)[CH:13]=[CH:12][CH:11]=1)(=[O:23])=[O:22]. The catalyst class is: 805.